Dataset: NCI-60 drug combinations with 297,098 pairs across 59 cell lines. Task: Regression. Given two drug SMILES strings and cell line genomic features, predict the synergy score measuring deviation from expected non-interaction effect. (1) Drug 1: CC1CCCC2(C(O2)CC(NC(=O)CC(C(C(=O)C(C1O)C)(C)C)O)C(=CC3=CSC(=N3)C)C)C. Drug 2: N.N.Cl[Pt+2]Cl. Cell line: MOLT-4. Synergy scores: CSS=85.7, Synergy_ZIP=1.07, Synergy_Bliss=0.968, Synergy_Loewe=-0.0478, Synergy_HSA=2.98. (2) Drug 1: C1=CN(C(=O)N=C1N)C2C(C(C(O2)CO)O)O.Cl. Drug 2: CC12CCC3C(C1CCC2OP(=O)(O)O)CCC4=C3C=CC(=C4)OC(=O)N(CCCl)CCCl.[Na+]. Cell line: HOP-92. Synergy scores: CSS=23.1, Synergy_ZIP=-0.930, Synergy_Bliss=3.26, Synergy_Loewe=-27.7, Synergy_HSA=0.736. (3) Drug 1: COC1=CC(=CC(=C1O)OC)C2C3C(COC3=O)C(C4=CC5=C(C=C24)OCO5)OC6C(C(C7C(O6)COC(O7)C8=CC=CS8)O)O. Drug 2: CC(C1=C(C=CC(=C1Cl)F)Cl)OC2=C(N=CC(=C2)C3=CN(N=C3)C4CCNCC4)N. Cell line: NCI/ADR-RES. Synergy scores: CSS=1.87, Synergy_ZIP=0.0485, Synergy_Bliss=1.06, Synergy_Loewe=-0.294, Synergy_HSA=-0.0195. (4) Drug 1: CC1=C(C=C(C=C1)C(=O)NC2=CC(=CC(=C2)C(F)(F)F)N3C=C(N=C3)C)NC4=NC=CC(=N4)C5=CN=CC=C5. Drug 2: C1CN(CCN1C(=O)CCBr)C(=O)CCBr. Cell line: UO-31. Synergy scores: CSS=12.3, Synergy_ZIP=-3.97, Synergy_Bliss=3.90, Synergy_Loewe=4.18, Synergy_HSA=3.16. (5) Drug 1: CS(=O)(=O)OCCCCOS(=O)(=O)C. Drug 2: B(C(CC(C)C)NC(=O)C(CC1=CC=CC=C1)NC(=O)C2=NC=CN=C2)(O)O. Cell line: SNB-19. Synergy scores: CSS=65.1, Synergy_ZIP=1.68, Synergy_Bliss=1.06, Synergy_Loewe=-35.9, Synergy_HSA=-3.37. (6) Drug 1: C(CCl)NC(=O)N(CCCl)N=O. Drug 2: N.N.Cl[Pt+2]Cl. Cell line: SN12C. Synergy scores: CSS=36.5, Synergy_ZIP=-3.59, Synergy_Bliss=3.12, Synergy_Loewe=-7.02, Synergy_HSA=6.03.